Dataset: Catalyst prediction with 721,799 reactions and 888 catalyst types from USPTO. Task: Predict which catalyst facilitates the given reaction. (1) Reactant: [CH3:1][O:2][C:3](=[O:15])[CH2:4][C:5]1[CH:10]=[CH:9][C:8]([C:11]([CH3:14])([CH3:13])[CH3:12])=[CH:7][CH:6]=1.[CH3:16]I.[NH4+].[Cl-]. Product: [CH3:1][O:2][C:3](=[O:15])[CH:4]([C:5]1[CH:6]=[CH:7][C:8]([C:11]([CH3:12])([CH3:14])[CH3:13])=[CH:9][CH:10]=1)[CH3:16]. The catalyst class is: 1. (2) Reactant: [H-].[Na+].[O:3]1[C:7]2[CH:8]=[CH:9][C:10]([C:12]3[C:13]([O:29][CH3:30])=[N:14][NH:15][C:16]=3[NH:17][S:18]([CH2:21][CH2:22][C:23]3[CH:28]=[CH:27][CH:26]=[CH:25][CH:24]=3)(=[O:20])=[O:19])=[CH:11][C:6]=2[O:5][CH2:4]1.[CH3:31][O:32][CH2:33]Br.[Cl-].[NH4+]. Product: [O:3]1[C:7]2[CH:8]=[CH:9][C:10]([C:12]3[C:13]([O:29][CH3:30])=[N:14][NH:15][C:16]=3[N:17]([CH2:31][O:32][CH3:33])[S:18]([CH2:21][CH2:22][C:23]3[CH:24]=[CH:25][CH:26]=[CH:27][CH:28]=3)(=[O:20])=[O:19])=[CH:11][C:6]=2[O:5][CH2:4]1. The catalyst class is: 7. (3) Product: [Cl:9][C:10]1[CH:11]=[CH:12][C:13]([S:16]([CH:19]([C:28]2[CH:33]=[C:32]([F:34])[CH:31]=[CH:30][C:29]=2[F:35])[C:20]2[C:25]([F:26])=[CH:24][N:23]=[C:22]([NH:27][S:2]([CH3:1])(=[O:4])=[O:3])[CH:21]=2)(=[O:17])=[O:18])=[CH:14][CH:15]=1. The catalyst class is: 195. Reactant: [CH3:1][S:2](Cl)(=[O:4])=[O:3].C(Cl)Cl.[Cl:9][C:10]1[CH:15]=[CH:14][C:13]([S:16]([CH:19]([C:28]2[CH:33]=[C:32]([F:34])[CH:31]=[CH:30][C:29]=2[F:35])[C:20]2[C:25]([F:26])=[CH:24][N:23]=[C:22]([NH2:27])[CH:21]=2)(=[O:18])=[O:17])=[CH:12][CH:11]=1.N1C=CC=CC=1.